The task is: Regression/Classification. Given a drug SMILES string, predict its absorption, distribution, metabolism, or excretion properties. Task type varies by dataset: regression for continuous measurements (e.g., permeability, clearance, half-life) or binary classification for categorical outcomes (e.g., BBB penetration, CYP inhibition). For this dataset (solubility_aqsoldb), we predict Y.. This data is from Aqueous solubility values for 9,982 compounds from the AqSolDB database. The molecule is Cc1oc([C@H](O)[C@H](O)[C@H](O)CO)cc1C(=O)[O-]. The Y is -1.28 log mol/L.